This data is from Full USPTO retrosynthesis dataset with 1.9M reactions from patents (1976-2016). The task is: Predict the reactants needed to synthesize the given product. (1) Given the product [NH2:19][C:18]1[N:11]([C:8]2[CH:9]=[CH:10][C:5]([C:4]([O:3][CH2:1][CH3:2])=[O:13])=[CH:6][CH:7]=2)[N:12]=[C:16]([CH:15]([CH3:21])[CH3:14])[CH:17]=1, predict the reactants needed to synthesize it. The reactants are: [CH2:1]([O:3][C:4](=[O:13])[C:5]1[CH:10]=[CH:9][C:8]([NH:11][NH2:12])=[CH:7][CH:6]=1)[CH3:2].[CH3:14][CH:15]([CH3:21])[C:16](=O)[CH2:17][C:18]#[N:19]. (2) Given the product [N:1]1([CH:6]2[CH2:11][CH2:10][NH:9][CH2:8][CH2:7]2)[CH:5]=[CH:4][CH:3]=[N:2]1, predict the reactants needed to synthesize it. The reactants are: [N:1]1([CH:6]2[CH2:11][CH2:10][N:9](C(OC(C)(C)C)=O)[CH2:8][CH2:7]2)[CH:5]=[CH:4][CH:3]=[N:2]1. (3) The reactants are: C1([C@@H](N[C:10](=[O:39])[CH2:11][C@H:12]([OH:38])[CH2:13][C@H:14]([OH:37])/[CH:15]=[CH:16]/[C:17]2[C:18]([CH:34]3[CH2:36][CH2:35]3)=[N:19][C:20]3[C:25]([C:26]=2[C:27]2[CH:32]=[CH:31][C:30]([F:33])=[CH:29][CH:28]=2)=[CH:24][CH:23]=[CH:22][CH:21]=3)C)C=CC=CC=1.[OH2:40].[OH-].[Na+].Cl. Given the product [CH:34]1([C:18]2[C:17](/[CH:16]=[CH:15]/[C@@H:14]([OH:37])[CH2:13][C@@H:12]([OH:38])[CH2:11][C:10]([OH:39])=[O:40])=[C:26]([C:27]3[CH:32]=[CH:31][C:30]([F:33])=[CH:29][CH:28]=3)[C:25]3[C:20](=[CH:21][CH:22]=[CH:23][CH:24]=3)[N:19]=2)[CH2:36][CH2:35]1, predict the reactants needed to synthesize it. (4) Given the product [F:1][C:2]1[CH:3]=[CH:4][C:5]([NH:8][C:9]([N:11]2[CH2:12][CH2:13][N:14]([CH2:23][C:22]3[CH:17]=[CH:18][C:19]4[O:27][CH2:26][O:25][C:20]=4[CH:21]=3)[CH2:15][CH2:16]2)=[O:10])=[CH:6][CH:7]=1, predict the reactants needed to synthesize it. The reactants are: [F:1][C:2]1[CH:7]=[CH:6][C:5]([NH:8][C:9]([N:11]2[CH2:16][CH2:15][NH:14][CH2:13][CH2:12]2)=[O:10])=[CH:4][CH:3]=1.[CH:17]1[C:22]([CH:23]=O)=[CH:21][C:20]2[O:25][CH2:26][O:27][C:19]=2[CH:18]=1. (5) The reactants are: [OH:1][CH2:2][C:3]1[CH:11]=[CH:10][C:6]([C:7]([OH:9])=[O:8])=[CH:5][C:4]=1[N+:12]([O-:14])=[O:13].[CH3:15]O. Given the product [CH3:15][O:8][C:7](=[O:9])[C:6]1[CH:10]=[CH:11][C:3]([CH2:2][OH:1])=[C:4]([N+:12]([O-:14])=[O:13])[CH:5]=1, predict the reactants needed to synthesize it. (6) Given the product [Cl:1][C:2]1[CH:3]=[C:4]([NH:15][C:18](=[O:27])[O:41][C:37]([CH3:40])([CH3:39])[CH3:38])[CH:8]=[C:9]([F:12])[C:10]=1[F:11], predict the reactants needed to synthesize it. The reactants are: [Cl:1][C:2]1[CH:3]=[C:4]([CH:8]=[C:9]([F:12])[C:10]=1[F:11])C(O)=O.C([N:15]([CH2:18]C)CC)C.C1(P(N=[N+]=[N-])(C2C=CC=CC=2)=[O:27])C=CC=CC=1.[C:37]([OH:41])([CH3:40])([CH3:39])[CH3:38].